From a dataset of Reaction yield outcomes from USPTO patents with 853,638 reactions. Predict the reaction yield, written as a fraction of the theoretical maximum amount of product (1.0 means a 100% yield; for example, 0.34 means a 34% yield). (1) The reactants are [Cl:1][S:2]([OH:5])(=O)=[O:3].[Br:6][C:7]1[CH:8]=[CH:9][C:10]([NH2:13])=[N:11][CH:12]=1. No catalyst specified. The product is [NH2:13][C:10]1[C:9]([S:2]([Cl:1])(=[O:5])=[O:3])=[CH:8][C:7]([Br:6])=[CH:12][N:11]=1. The yield is 0.770. (2) The reactants are Cl[CH2:2][C:3]1[N:12]([C:13]2[CH:18]=[CH:17][CH:16]=[CH:15][C:14]=2[Cl:19])[C:11](=[O:20])[C:10]2[C:5](=[CH:6][C:7]([F:22])=[C:8]([F:21])[CH:9]=2)[N:4]=1.O.[SH:24][C:25]1[N:33]=[CH:32][N:31]=[C:30]2[C:26]=1[NH:27][CH:28]=[N:29]2.C([O-])([O-])=O.[K+].[K+]. The catalyst is CN(C=O)C. The product is [Cl:19][C:14]1[CH:15]=[CH:16][CH:17]=[CH:18][C:13]=1[N:12]1[C:11](=[O:20])[C:10]2[C:5](=[CH:6][C:7]([F:22])=[C:8]([F:21])[CH:9]=2)[N:4]=[C:3]1[CH2:2][S:24][C:25]1[N:33]=[CH:32][N:31]=[C:30]2[C:26]=1[N:27]=[CH:28][NH:29]2. The yield is 0.530. (3) The reactants are [C:1]([N:4]1[C:13]2[C:8](=[CH:9][C:10]([C:14]#[N:15])=[CH:11][CH:12]=2)[C@H:7]([NH:16][C:17]2[CH:18]=[C:19]([CH:31]=[CH:32][CH:33]=2)[O:20][CH2:21][CH2:22][NH:23]C(=O)OC(C)(C)C)[C@@H:6]([CH3:34])[C@@H:5]1[CH:35]1[CH2:37][CH2:36]1)(=[O:3])[CH3:2].Cl. The catalyst is O1CCOCC1. The product is [C:1]([N:4]1[C:13]2[C:8](=[CH:9][C:10]([C:14]#[N:15])=[CH:11][CH:12]=2)[C@H:7]([NH:16][C:17]2[CH:33]=[CH:32][CH:31]=[C:19]([O:20][CH2:21][CH2:22][NH2:23])[CH:18]=2)[C@@H:6]([CH3:34])[C@@H:5]1[CH:35]1[CH2:37][CH2:36]1)(=[O:3])[CH3:2]. The yield is 0.500.